Dataset: Catalyst prediction with 721,799 reactions and 888 catalyst types from USPTO. Task: Predict which catalyst facilitates the given reaction. (1) Product: [OH:26][CH2:25][CH:22]1[CH2:23][CH2:24][N:20]([C:1]([O:2][CH2:3][C:4]2[N:5]=[CH:6][S:7][CH:8]=2)=[O:19])[CH2:21]1. Reactant: [C:1](=[O:19])(OC1C=CC([N+]([O-])=O)=CC=1)[O:2][CH2:3][C:4]1[N:5]=[CH:6][S:7][CH:8]=1.[NH:20]1[CH2:24][CH2:23][CH:22]([CH2:25][OH:26])[CH2:21]1.O. The catalyst class is: 98. (2) Reactant: CCOCC.Cl.[Cl:7][C:8]1[CH:18]=[C:17]([C:19]2[N:24]=[C:23]3[N:25]([CH2:28][C:29]4[CH:30]=[C:31]5[C:36](=[CH:37][CH:38]=4)[N:35]=[CH:34][CH:33]=[CH:32]5)[N:26]=[N:27][C:22]3=[CH:21][CH:20]=2)[CH:16]=[CH:15][C:9]=1[C:10]([NH:12][CH2:13][CH3:14])=[O:11]. Product: [ClH:7].[Cl:7][C:8]1[CH:18]=[C:17]([C:19]2[N:24]=[C:23]3[N:25]([CH2:28][C:29]4[CH:30]=[C:31]5[C:36](=[CH:37][CH:38]=4)[N:35]=[CH:34][CH:33]=[CH:32]5)[N:26]=[N:27][C:22]3=[CH:21][CH:20]=2)[CH:16]=[CH:15][C:9]=1[C:10]([NH:12][CH2:13][CH3:14])=[O:11]. The catalyst class is: 1.